Dataset: Catalyst prediction with 721,799 reactions and 888 catalyst types from USPTO. Task: Predict which catalyst facilitates the given reaction. Reactant: [Br:1][C:2]1[NH:3][C:4]2[C:9]([C:10]=1[CH:11]1[CH2:16][CH2:15][CH2:14][CH2:13][CH2:12]1)=[CH:8][CH:7]=[C:6]([C:17]([O:19][CH3:20])=[O:18])[CH:5]=2.[H-].[Na+].[CH3:23][O:24][CH:25]([O:28][CH3:29])[CH2:26]Br. Product: [Br:1][C:2]1[N:3]([CH2:26][CH:25]([O:28][CH3:29])[O:24][CH3:23])[C:4]2[C:9]([C:10]=1[CH:11]1[CH2:16][CH2:15][CH2:14][CH2:13][CH2:12]1)=[CH:8][CH:7]=[C:6]([C:17]([O:19][CH3:20])=[O:18])[CH:5]=2. The catalyst class is: 3.